Dataset: Catalyst prediction with 721,799 reactions and 888 catalyst types from USPTO. Task: Predict which catalyst facilitates the given reaction. (1) Reactant: [CH3:1][CH:2]([N:18]([CH3:20])[CH3:19])[CH2:3][N:4]1[C:13]2[CH:14]=[CH:15][CH:16]=[CH:17][C:12]=2[S:11][C:10]2[CH:9]=[CH:8][CH:7]=[CH:6][C:5]1=2.C([C@H]([C@@H](C([O-])=O)O)O)([O-])=O.CC(N(C)C)CN1C2C=CC=CC=2SC2C=CC=CC1=2.[C:51]([C@:59]([C:74]([OH:76])=[O:75])([OH:73])[C@:60]([C:65](=[O:72])[C:66]1[CH:71]=[CH:70][CH:69]=[CH:68][CH:67]=1)([OH:64])[C:61]([OH:63])=[O:62])(=[O:58])[C:52]1[CH:57]=[CH:56][CH:55]=[CH:54][CH:53]=1. Product: [CH3:1][CH:2]([N:18]([CH3:19])[CH3:20])[CH2:3][N:4]1[C:5]2[CH:6]=[CH:7][CH:8]=[CH:9][C:10]=2[S:11][C:12]2[CH:17]=[CH:16][CH:15]=[CH:14][C:13]1=2.[C:65]([C@:60]([C:61]([O-:63])=[O:62])([OH:64])[C@:59]([C:51](=[O:58])[C:52]1[CH:57]=[CH:56][CH:55]=[CH:54][CH:53]=1)([OH:73])[C:74]([O-:76])=[O:75])(=[O:72])[C:66]1[CH:71]=[CH:70][CH:69]=[CH:68][CH:67]=1. The catalyst class is: 21. (2) Reactant: [Br:1][C:2]1[N:6]=[C:5]([N:7]([CH3:9])[CH3:8])[NH:4][N:3]=1.Cl[CH2:11][C:12]1[CH:17]=[CH:16][C:15]([O:18][CH3:19])=[CH:14][CH:13]=1.C(N(C(C)C)C(C)C)C.[I-].[K+]. Product: [Br:1][C:2]1[N:3]([CH2:11][C:12]2[CH:17]=[CH:16][C:15]([O:18][CH3:19])=[CH:14][CH:13]=2)[N:4]=[C:5]([N:7]([CH3:9])[CH3:8])[N:6]=1. The catalyst class is: 192. (3) Product: [ClH:32].[CH3:1][O:2][C:3]1[CH:4]=[C:5]([C:9]2([C:21]([Cl:32])=[O:23])[CH2:14][CH2:13][N:12]([C:15]3[N:20]=[CH:19][CH:18]=[CH:17][N:16]=3)[CH2:11][CH2:10]2)[CH:6]=[CH:7][CH:8]=1. The catalyst class is: 11. Reactant: [CH3:1][O:2][C:3]1[CH:4]=[C:5]([C:9]2([C:21]([OH:23])=O)[CH2:14][CH2:13][N:12]([C:15]3[N:20]=[CH:19][CH:18]=[CH:17][N:16]=3)[CH2:11][CH2:10]2)[CH:6]=[CH:7][CH:8]=1.CN(C)C=O.C(Cl)(=O)C([Cl:32])=O. (4) Reactant: C[O:2][C:3](=[O:29])[CH2:4][CH2:5][C:6]1[CH:10]=[C:9]([CH3:11])[N:8]([CH:12]([O:20][CH2:21][C:22]2[CH:27]=[CH:26][C:25]([Cl:28])=[CH:24][CH:23]=2)[C:13]2[CH:18]=[C:17]([Cl:19])[CH:16]=[CH:15][CH:14]=2)[N:7]=1.[Li+].[OH-]. Product: [Cl:19][C:17]1[CH:16]=[CH:15][CH:14]=[C:13]([CH:18]=1)[CH:12]([O:20][CH2:21][C:22]1[CH:23]=[CH:24][C:25]([Cl:28])=[CH:26][CH:27]=1)[N:8]1[C:9]([CH3:11])=[CH:10][C:6]([CH2:5][CH2:4][C:3]([OH:29])=[O:2])=[N:7]1. The catalyst class is: 20. (5) Reactant: [C:1]([C:4]1[N:5]=[C:6]2[C:12]3[CH:13]=[C:14]([C:18]#[C:19][C:20]([OH:26])([CH3:25])[C:21]([O:23]C)=O)[C:15]([F:17])=[CH:16][C:11]=3[O:10][CH2:9][CH2:8][N:7]2[CH:27]=1)(=[O:3])[NH2:2].Cl.[NH:29]1[CH2:32][CH:31]([C:33]#[N:34])[CH2:30]1.C(N(CC)CC)C. The catalyst class is: 5. Product: [C:33]([CH:31]1[CH2:32][N:29]([C:21](=[O:23])[C:20]([OH:26])([CH3:25])[C:19]#[C:18][C:14]2[C:15]([F:17])=[CH:16][C:11]3[O:10][CH2:9][CH2:8][N:7]4[CH:27]=[C:4]([C:1]([NH2:2])=[O:3])[N:5]=[C:6]4[C:12]=3[CH:13]=2)[CH2:30]1)#[N:34]. (6) Reactant: [I:1]Cl.[Cl:3][C:4]1[CH:5]=[C:6]([CH:8]=[CH:9][C:10]=1[Cl:11])[NH2:7]. Product: [Cl:11][C:10]1[C:4]([Cl:3])=[CH:5][C:6]([NH2:7])=[C:8]([I:1])[CH:9]=1. The catalyst class is: 15. (7) Reactant: C(NC(C)C)(C)C.C([Li])CCC.CCCCCC.[CH:19]1([C:24]([O:26][CH2:27][CH3:28])=[O:25])[CH2:23][CH2:22][CH2:21][CH2:20]1.[CH3:29][O:30][C:31]1[CH:38]=[CH:37][C:34]([CH2:35]Br)=[CH:33][CH:32]=1.[Cl-].[NH4+]. Product: [CH2:27]([O:26][C:24]([C:19]1([CH2:35][C:34]2[CH:37]=[CH:38][C:31]([O:30][CH3:29])=[CH:32][CH:33]=2)[CH2:23][CH2:22][CH2:21][CH2:20]1)=[O:25])[CH3:28]. The catalyst class is: 299.